The task is: Regression. Given two drug SMILES strings and cell line genomic features, predict the synergy score measuring deviation from expected non-interaction effect.. This data is from NCI-60 drug combinations with 297,098 pairs across 59 cell lines. (1) Drug 1: CCC1(CC2CC(C3=C(CCN(C2)C1)C4=CC=CC=C4N3)(C5=C(C=C6C(=C5)C78CCN9C7C(C=CC9)(C(C(C8N6C)(C(=O)OC)O)OC(=O)C)CC)OC)C(=O)OC)O.OS(=O)(=O)O. Drug 2: CC1=C2C(C(=O)C3(C(CC4C(C3C(C(C2(C)C)(CC1OC(=O)C(C(C5=CC=CC=C5)NC(=O)OC(C)(C)C)O)O)OC(=O)C6=CC=CC=C6)(CO4)OC(=O)C)O)C)O. Cell line: SK-MEL-5. Synergy scores: CSS=5.67, Synergy_ZIP=-0.364, Synergy_Bliss=1.67, Synergy_Loewe=0.709, Synergy_HSA=0.817. (2) Drug 1: CC1CCC2CC(C(=CC=CC=CC(CC(C(=O)C(C(C(=CC(C(=O)CC(OC(=O)C3CCCCN3C(=O)C(=O)C1(O2)O)C(C)CC4CCC(C(C4)OC)O)C)C)O)OC)C)C)C)OC. Drug 2: CC(C)(C#N)C1=CC(=CC(=C1)CN2C=NC=N2)C(C)(C)C#N. Cell line: HOP-92. Synergy scores: CSS=6.28, Synergy_ZIP=-0.801, Synergy_Bliss=-1.42, Synergy_Loewe=1.80, Synergy_HSA=-0.572. (3) Drug 1: CN1C2=C(C=C(C=C2)N(CCCl)CCCl)N=C1CCCC(=O)O.Cl. Drug 2: CC1=C(C(=O)C2=C(C1=O)N3CC4C(C3(C2COC(=O)N)OC)N4)N. Cell line: HOP-62. Synergy scores: CSS=43.4, Synergy_ZIP=-1.75, Synergy_Bliss=-2.27, Synergy_Loewe=-42.1, Synergy_HSA=-0.942. (4) Drug 1: CS(=O)(=O)C1=CC(=C(C=C1)C(=O)NC2=CC(=C(C=C2)Cl)C3=CC=CC=N3)Cl. Drug 2: CN(C(=O)NC(C=O)C(C(C(CO)O)O)O)N=O. Cell line: SF-268. Synergy scores: CSS=-0.679, Synergy_ZIP=-0.454, Synergy_Bliss=-7.76, Synergy_Loewe=-10.6, Synergy_HSA=-10.4.